Task: Predict the reactants needed to synthesize the given product.. Dataset: Full USPTO retrosynthesis dataset with 1.9M reactions from patents (1976-2016) (1) Given the product [ClH:23].[CH2:10]([O:13][C:14]1[CH:21]=[CH:20][CH:19]=[CH:18][C:15]=1[C:16]([NH2:2])=[NH:17])[CH2:11][CH3:12], predict the reactants needed to synthesize it. The reactants are: [Cl-].[NH4+:2].C([Al](CC)CC)C.[CH2:10]([O:13][C:14]1[CH:21]=[CH:20][CH:19]=[CH:18][C:15]=1[C:16]#[N:17])[CH2:11][CH3:12].C(Cl)(Cl)[Cl:23]. (2) Given the product [CH3:15][O:14][N:13]=[C:11]1[CH2:10][C@@H:9]([C:16]([N:35]2[CH2:40][CH2:39][CH2:38][CH:37]([OH:41])[CH2:36]2)=[O:18])[N:8]([S:25]([C:22]2[CH:23]=[CH:24][C:19]([C:29]3[CH:34]=[CH:33][CH:32]=[CH:31][CH:30]=3)=[CH:20][CH:21]=2)(=[O:27])=[O:26])[CH2:12]1, predict the reactants needed to synthesize it. The reactants are: C(OC([N:8]1[CH2:12][C:11](=[N:13][O:14][CH3:15])[CH2:10][C@H:9]1[C:16]([OH:18])=O)=O)(C)(C)C.[C:19]1([C:29]2[CH:34]=[CH:33][CH:32]=[CH:31][CH:30]=2)[CH:24]=[CH:23][C:22]([S:25](Cl)(=[O:27])=[O:26])=[CH:21][CH:20]=1.[NH:35]1[CH2:40][CH2:39][CH2:38][CH:37]([OH:41])[CH2:36]1. (3) Given the product [CH2:1]([O:3][CH2:4][CH2:5][CH2:6][O:7][C:8](=[O:41])[C@@H:9]([NH:19][C:20]([C:22]1[C:27]([CH3:28])=[N:26][C:25]([NH:29][CH2:30][CH2:31][CH2:32][C:33]2[CH:38]=[CH:37][CH:36]=[C:35]([O:39][C:42](=[O:44])[CH3:43])[CH:34]=2)=[N:24][C:23]=1[CH3:40])=[O:21])[CH2:10][NH:11][C:12]([C:14]1[S:15][CH:16]=[CH:17][CH:18]=1)=[O:13])[CH3:2], predict the reactants needed to synthesize it. The reactants are: [CH2:1]([O:3][CH2:4][CH2:5][CH2:6][O:7][C:8](=[O:41])[C@@H:9]([NH:19][C:20]([C:22]1[C:23]([CH3:40])=[N:24][C:25]([NH:29][CH2:30][CH2:31][CH2:32][C:33]2[CH:38]=[CH:37][CH:36]=[C:35]([OH:39])[CH:34]=2)=[N:26][C:27]=1[CH3:28])=[O:21])[CH2:10][NH:11][C:12]([C:14]1[S:15][CH:16]=[CH:17][CH:18]=1)=[O:13])[CH3:2].[C:42](OC(=O)C)(=[O:44])[CH3:43].N1C=CC=CC=1. (4) The reactants are: Cl[C:2]1[C:11]2[C:6](=[CH:7][CH:8]=[CH:9][CH:10]=2)[N:5]=[C:4]([C:12]2[CH:17]=[CH:16][C:15]([S:18][CH3:19])=[CH:14][CH:13]=2)[CH:3]=1.[F:20][C:21]([F:28])([F:27])[C:22]1[CH:26]=[CH:25][NH:24][N:23]=1.[H-].[Na+]. Given the product [CH3:19][S:18][C:15]1[CH:16]=[CH:17][C:12]([C:4]2[CH:3]=[C:2]([N:24]3[CH:25]=[CH:26][C:22]([C:21]([F:28])([F:27])[F:20])=[N:23]3)[C:11]3[C:6](=[CH:7][CH:8]=[CH:9][CH:10]=3)[N:5]=2)=[CH:13][CH:14]=1, predict the reactants needed to synthesize it.